Predict the product of the given reaction. From a dataset of Forward reaction prediction with 1.9M reactions from USPTO patents (1976-2016). (1) The product is: [Br:12][C:10]1[C:9]2[C:4](=[C:5]([Br:22])[CH:6]=[C:7]([C:13]([C:15]3[CH:20]=[CH:19][C:18]([Cl:21])=[CH:17][CH:16]=3)=[O:14])[CH:8]=2)[N:3]=[C:2]([O:27][C:24]([CH3:26])([CH3:25])[CH3:23])[CH:11]=1. Given the reactants Br[C:2]1[CH:11]=[C:10]([Br:12])[C:9]2[C:4](=[C:5]([Br:22])[CH:6]=[C:7]([C:13]([C:15]3[CH:20]=[CH:19][C:18]([Cl:21])=[CH:17][CH:16]=3)=[O:14])[CH:8]=2)[N:3]=1.[CH3:23][C:24]([O-:27])([CH3:26])[CH3:25].[K+], predict the reaction product. (2) Given the reactants [CH2:1]([C:3]1[CH:8]=[CH:7][C:6]([CH:9]2[CH2:14][N:13]([C:15]([N:17]3[CH2:21][CH2:20][CH2:19][CH2:18]3)=[O:16])[CH2:12][CH:11]([C:22](O)=[O:23])[CH2:10]2)=[CH:5][CH:4]=1)[CH3:2].O[NH:26][C:27]([C:29]1[CH:34]=[CH:33][CH:32]=[CH:31][CH:30]=1)=[NH:28], predict the reaction product. The product is: [CH2:1]([C:3]1[CH:4]=[CH:5][C:6]([CH:9]2[CH2:10][CH:11]([C:22]3[O:23][N:28]=[C:27]([C:29]4[CH:34]=[CH:33][CH:32]=[CH:31][CH:30]=4)[N:26]=3)[CH2:12][N:13]([C:15]([N:17]3[CH2:21][CH2:20][CH2:19][CH2:18]3)=[O:16])[CH2:14]2)=[CH:7][CH:8]=1)[CH3:2].